Dataset: Forward reaction prediction with 1.9M reactions from USPTO patents (1976-2016). Task: Predict the product of the given reaction. Given the reactants Cl[C:2]1[N:7]=[C:6]([NH:8][CH:9]2[CH:13]3[O:14][CH2:15][CH:16]([OH:17])[CH:12]3[O:11][CH2:10]2)[CH:5]=[CH:4][N:3]=1.[CH3:18][N:19]1[CH:23]=[C:22]([NH2:24])[CH:21]=[N:20]1.CCN(C(C)C)C(C)C, predict the reaction product. The product is: [CH3:18][N:19]1[CH:23]=[C:22]([NH:24][C:2]2[N:7]=[C:6]([NH:8][CH:9]3[CH:13]4[O:14][CH2:15][CH:16]([OH:17])[CH:12]4[O:11][CH2:10]3)[CH:5]=[CH:4][N:3]=2)[CH:21]=[N:20]1.